This data is from Forward reaction prediction with 1.9M reactions from USPTO patents (1976-2016). The task is: Predict the product of the given reaction. Given the reactants COC([O:7][CH3:8])N(C)C.C[C:10]1[CH:17]=[CH:16][CH:15]=[C:14]([N+:18]([O-:20])=[O:19])[C:11]=1[C:12]#[N:13].P([O-])([O-])([O-])=O, predict the reaction product. The product is: [CH:8]([C:10]1[CH:17]=[CH:16][CH:15]=[C:14]([N+:18]([O-:20])=[O:19])[C:11]=1[C:12]#[N:13])=[O:7].